This data is from Experimentally validated miRNA-target interactions with 360,000+ pairs, plus equal number of negative samples. The task is: Binary Classification. Given a miRNA mature sequence and a target amino acid sequence, predict their likelihood of interaction. The miRNA is hsa-miR-335-5p with sequence UCAAGAGCAAUAACGAAAAAUGU. The protein sequence of the target gene is MTMRHNWTPDLSPLWVLLLCAHVVTLLVRATPVSQTTTAATASVRSTKDPCPSQPPVFPAAKQCPALEVTWPEVEVPLNGTLSLSCVACSRFPNFSILYWLGNGSFIEHLPGRLWEGSTSRERGSTGTQLCKALVLEQLTPALHSTNFSCVLVDPEQVVQRHVVLAQLWAGLRATLPPTQEALPSSHSSPQQQG. Result: 1 (interaction).